The task is: Predict the product of the given reaction.. This data is from Forward reaction prediction with 1.9M reactions from USPTO patents (1976-2016). (1) Given the reactants [N:1]1[CH:6]=[CH:5][CH:4]=[CH:3][C:2]=1[C:7]([NH2:9])=[O:8].Cl[C:11]1[C:20]2[C:15](=[CH:16][CH:17]=[C:18](OC(F)(F)F)[CH:19]=2)[N:14]=[C:13]([N:26]2[CH2:32][C:31]3[CH:33]=[CH:34][CH:35]=[CH:36][C:30]=3[S:29](=[O:38])(=[O:37])[CH2:28][CH2:27]2)[CH:12]=1.[CH:39]1(N)CCCC(N)C1.P([O-])([O-])([O-])=O.[K+].[K+].[K+], predict the reaction product. The product is: [O:37]=[S:29]1(=[O:38])[C:30]2[CH:36]=[CH:35][CH:34]=[CH:33][C:31]=2[CH2:32][N:26]([C:13]2[CH:12]=[C:11]([NH:9][C:7]([C:2]3[CH:3]=[CH:4][CH:5]=[CH:6][N:1]=3)=[O:8])[C:20]3[C:15](=[CH:16][CH:17]=[C:18]([CH3:39])[CH:19]=3)[N:14]=2)[CH2:27][CH2:28]1. (2) Given the reactants [ClH:1].Cl.[CH:3]1([CH2:9][O:10][C:11]2[C:12]3[N:13]([C:17]([C:21]([NH:23][C@H:24]4[CH2:29][CH2:28][CH2:27][NH:26][CH2:25]4)=[O:22])=[C:18]([CH3:20])[N:19]=3)[CH:14]=[CH:15][CH:16]=2)[CH2:8][CH2:7][CH2:6][CH2:5][CH2:4]1.C(N(CC)CC)C.C[Si]([N:41]=[C:42]=[O:43])(C)C.O, predict the reaction product. The product is: [ClH:1].[C:42]([N:26]1[CH2:27][CH2:28][CH2:29][C@H:24]([NH:23][C:21]([C:17]2[N:13]3[CH:14]=[CH:15][CH:16]=[C:11]([O:10][CH2:9][CH:3]4[CH2:8][CH2:7][CH2:6][CH2:5][CH2:4]4)[C:12]3=[N:19][C:18]=2[CH3:20])=[O:22])[CH2:25]1)(=[O:43])[NH2:41].